From a dataset of Reaction yield outcomes from USPTO patents with 853,638 reactions. Predict the reaction yield, written as a fraction of the theoretical maximum amount of product (1.0 means a 100% yield; for example, 0.34 means a 34% yield). (1) The catalyst is CO.O.CC(C)=O. The reactants are [Li+].[OH-].C[O:4][C:5]([C:7]1[CH:8]=[C:9]2[C:13](=[CH:14][CH:15]=1)[CH2:12][CH2:11][CH:10]2[N:16]1[C:24](=[O:25])[C:23]2[C:18](=[CH:19][CH:20]=[CH:21][C:22]=2[Cl:26])[CH2:17]1)=[O:6]. The yield is 0.660. The product is [Cl:26][C:22]1[CH:21]=[CH:20][CH:19]=[C:18]2[C:23]=1[C:24](=[O:25])[N:16]([CH:10]1[C:9]3[C:13](=[CH:14][CH:15]=[C:7]([C:5]([OH:6])=[O:4])[CH:8]=3)[CH2:12][CH2:11]1)[CH2:17]2. (2) The reactants are [F:1][C:2]1[CH:3]=[C:4]2[C:9](=[CH:10][CH:11]=1)[N:8]=[C:7]([C:12]1[CH:17]=[CH:16][C:15]([F:18])=[CH:14][CH:13]=1)[N:6]=[C:5]2[C:19](O)=[O:20].Cl.[CH3:23][O:24][C:25]1[CH:34]=[CH:33][CH:32]=[C:31]2[C:26]=1[CH2:27][CH2:28][NH:29][CH2:30]2. No catalyst specified. The product is [F:1][C:2]1[CH:3]=[C:4]2[C:9](=[CH:10][CH:11]=1)[N:8]=[C:7]([C:12]1[CH:13]=[CH:14][C:15]([F:18])=[CH:16][CH:17]=1)[N:6]=[C:5]2[C:19]([N:29]1[CH2:28][CH2:27][C:26]2[C:31](=[CH:32][CH:33]=[CH:34][C:25]=2[O:24][CH3:23])[CH2:30]1)=[O:20]. The yield is 0.134.